Task: Predict the reactants needed to synthesize the given product.. Dataset: Full USPTO retrosynthesis dataset with 1.9M reactions from patents (1976-2016) (1) Given the product [Cl:1][C:2]1[CH:7]=[CH:6][CH:5]=[C:4]([CH3:8])[C:3]=1[C:9]1[NH:13][C:12](=[O:14])[N:11]([C:15]2[CH:24]=[CH:23][C:18]([C:19]([NH:32][C:31]3[CH:33]=[CH:34][C:35]([F:36])=[C:29]([CH:28]([F:37])[F:27])[CH:30]=3)=[O:21])=[C:17]([O:25][CH3:26])[CH:16]=2)[N:10]=1, predict the reactants needed to synthesize it. The reactants are: [Cl:1][C:2]1[CH:7]=[CH:6][CH:5]=[C:4]([CH3:8])[C:3]=1[C:9]1[NH:13][C:12](=[O:14])[N:11]([C:15]2[CH:24]=[CH:23][C:18]([C:19]([O:21]C)=O)=[C:17]([O:25][CH3:26])[CH:16]=2)[N:10]=1.[F:27][CH:28]([F:37])[C:29]1[CH:30]=[C:31]([CH:33]=[CH:34][C:35]=1[F:36])[NH2:32].C[Al](C)C. (2) Given the product [Cl:12][C:13]1[CH:21]=[CH:20][C:16]([C:17]([NH:11][C@@H:7]2[CH2:8][CH2:9][CH2:10][C@@H:6]2[N:1]2[CH2:2][CH2:3][CH2:4][CH2:5]2)=[O:18])=[C:15]([CH3:22])[CH:14]=1, predict the reactants needed to synthesize it. The reactants are: [N:1]1([C@H:6]2[CH2:10][CH2:9][CH2:8][C@H:7]2[NH2:11])[CH2:5][CH2:4][CH2:3][CH2:2]1.[Cl:12][C:13]1[CH:21]=[CH:20][C:16]([C:17](O)=[O:18])=[C:15]([CH3:22])[CH:14]=1. (3) Given the product [Cl:16][C:17]1[CH:18]=[CH:19][C:20]([C@:23]2([CH3:29])[CH2:27][O:26][C:25](=[O:28])[N:24]2[C:9]([O:11][C:12]([CH3:13])([CH3:14])[CH3:15])=[O:10])=[CH:21][CH:22]=1, predict the reactants needed to synthesize it. The reactants are: [C:9](O[C:9]([O:11][C:12]([CH3:15])([CH3:14])[CH3:13])=[O:10])([O:11][C:12]([CH3:15])([CH3:14])[CH3:13])=[O:10].[Cl:16][C:17]1[CH:22]=[CH:21][C:20]([C@:23]2([CH3:29])[CH2:27][O:26][C:25](=[O:28])[NH:24]2)=[CH:19][CH:18]=1.C(N(CC)CC)C. (4) Given the product [CH2:1]([NH:3][C:4](=[O:5])[NH:6][C:7]1[CH:8]=[CH:9][C:10]([C:13]2[N:14]=[C:15]([N:23]3[CH2:24][CH2:25][O:26][CH2:27][CH2:28]3)[C:16]3[CH2:22][CH2:21][N:20]([C:30]([O:32][CH3:33])=[O:31])[CH2:19][C:17]=3[N:18]=2)=[CH:11][CH:12]=1)[CH3:2], predict the reactants needed to synthesize it. The reactants are: [CH2:1]([NH:3][C:4]([NH:6][C:7]1[CH:12]=[CH:11][C:10]([C:13]2[N:14]=[C:15]([N:23]3[CH2:28][CH2:27][O:26][CH2:25][CH2:24]3)[C:16]3[CH2:22][CH2:21][NH:20][CH2:19][C:17]=3[N:18]=2)=[CH:9][CH:8]=1)=[O:5])[CH3:2].Cl[C:30]([O:32][CH3:33])=[O:31].